From a dataset of Peptide-MHC class I binding affinity with 185,985 pairs from IEDB/IMGT. Regression. Given a peptide amino acid sequence and an MHC pseudo amino acid sequence, predict their binding affinity value. This is MHC class I binding data. (1) The peptide sequence is MIEPRTLQY. The MHC is HLA-A02:01 with pseudo-sequence HLA-A02:01. The binding affinity (normalized) is 0.0847. (2) The peptide sequence is LLFGIKCIK. The MHC is HLA-A03:01 with pseudo-sequence HLA-A03:01. The binding affinity (normalized) is 0.386. (3) The peptide sequence is FRYEFTAPF. The MHC is HLA-A02:16 with pseudo-sequence HLA-A02:16. The binding affinity (normalized) is 0.0847.